From a dataset of Full USPTO retrosynthesis dataset with 1.9M reactions from patents (1976-2016). Predict the reactants needed to synthesize the given product. (1) Given the product [NH2:15][C:13]1[CH:12]=[CH:11][C:10]([C:18]2[O:19][C@@H:20]([CH3:28])[C@@H:21]([C:23]([NH:25][CH2:26][CH3:27])=[O:24])[N:22]=2)=[C:9]([OH:8])[CH:14]=1, predict the reactants needed to synthesize it. The reactants are: C([O:8][C:9]1[CH:14]=[C:13]([N+:15]([O-])=O)[CH:12]=[CH:11][C:10]=1[C:18]1[O:19][C@@H:20]([CH3:28])[C@@H:21]([C:23]([NH:25][CH2:26][CH3:27])=[O:24])[N:22]=1)C1C=CC=CC=1. (2) Given the product [CH2:1]([N:8]1[N:12]=[N:11][C:10]([C:13]2([S:20]([C:23]3[CH:28]=[CH:27][C:26]([Cl:29])=[CH:25][CH:24]=3)(=[O:22])=[O:21])[CH2:18][CH2:17][CH2:16][CH2:15][CH2:14]2)=[N:9]1)[C:2]1[CH:7]=[CH:6][CH:5]=[CH:4][CH:3]=1, predict the reactants needed to synthesize it. The reactants are: [CH2:1]([N:8]1[N:12]=[N:11][C:10]([CH:13]([S:20]([C:23]2[CH:28]=[CH:27][C:26]([Cl:29])=[CH:25][CH:24]=2)(=[O:22])=[O:21])[CH2:14][CH2:15][CH2:16][CH2:17][CH2:18]O)=[N:9]1)[C:2]1[CH:7]=[CH:6][CH:5]=[CH:4][CH:3]=1.C(C=P(CCCC)(CCCC)CCCC)#N.